From a dataset of Forward reaction prediction with 1.9M reactions from USPTO patents (1976-2016). Predict the product of the given reaction. (1) Given the reactants [CH:1]1([C:4]2[CH:8]=[CH:7][NH:6][N:5]=2)[CH2:3][CH2:2]1.[H-].[Na+].[Cl:11][C:12]1[CH:13]=[C:14]([NH:19][C:20]2[N:25]=[C:24](S(C)(=O)=O)[C:23]([C:30]3[CH:31]=[C:32](/[CH:36]=[CH:37]/[C:38]([O:40]CC)=[O:39])[CH:33]=[CH:34][CH:35]=3)=[CH:22][N:21]=2)[CH:15]=[CH:16][C:17]=1[F:18].CO, predict the reaction product. The product is: [Cl:11][C:12]1[CH:13]=[C:14]([NH:19][C:20]2[N:21]=[C:22]([N:6]3[CH:7]=[CH:8][C:4]([CH:1]4[CH2:3][CH2:2]4)=[N:5]3)[C:23]([C:30]3[CH:31]=[C:32](/[CH:36]=[CH:37]/[C:38]([OH:40])=[O:39])[CH:33]=[CH:34][CH:35]=3)=[CH:24][N:25]=2)[CH:15]=[CH:16][C:17]=1[F:18]. (2) Given the reactants C(OP(CO[C:21]1[CH:26]=[CH:25][CH:24]=[C:23]([CH2:27][CH:28]2[CH:34]([OH:35])[CH2:33][N:32]([CH2:36][C:37]3[CH:42]=[CH:41][CH:40]=[CH:39][CH:38]=3)[N:31]([CH2:43][C:44]3[CH:49]=[CH:48][C:47]([OH:50])=[C:46]([O:51][CH3:52])[CH:45]=3)[C:30](=[O:53])[N:29]2[CH2:54][C:55]2[CH:60]=[CH:59][C:58]([OH:61])=[C:57]([O:62][CH3:63])[CH:56]=2)[CH:22]=1)(=O)OCC1C=CC=CC=1)C1C=CC=CC=1.[CH2:64]([O:71][P:72]([CH2:82][O:83]C1C=CC=CC=1CC1C(O)CN(CC2C=CC=CC=2)N(CC2C=CC(O)=C(OC)C=2)C(=O)N1CC1C=CC(O)=C(OC)C=1)(=[O:81])[O:73][CH2:74][C:75]1[CH:80]=[CH:79][CH:78]=[CH:77][CH:76]=1)[C:65]1[CH:70]=[CH:69][CH:68]=[CH:67][CH:66]=1, predict the reaction product. The product is: [CH2:74]([O:73][P:72]([CH2:82][O:83][C:26]1[CH:21]=[CH:22][C:23]([CH2:27][CH:28]2[CH:34]([OH:35])[CH2:33][N:32]([CH2:36][C:37]3[CH:42]=[CH:41][CH:40]=[CH:39][CH:38]=3)[N:31]([CH2:43][C:44]3[CH:49]=[CH:48][C:47]([OH:50])=[C:46]([O:51][CH3:52])[CH:45]=3)[C:30](=[O:53])[N:29]2[CH2:54][C:55]2[CH:60]=[CH:59][C:58]([OH:61])=[C:57]([O:62][CH3:63])[CH:56]=2)=[CH:24][CH:25]=1)(=[O:81])[O:71][CH2:64][C:65]1[CH:70]=[CH:69][CH:68]=[CH:67][CH:66]=1)[C:75]1[CH:80]=[CH:79][CH:78]=[CH:77][CH:76]=1. (3) Given the reactants Br[C:2]1[CH:11]=[CH:10][C:5]([C:6]([O:8][CH3:9])=[O:7])=[C:4]([O:12][CH3:13])[CH:3]=1.[Cl:14][C:15]1[CH:20]=[CH:19][C:18](B(O)O)=[CH:17][CH:16]=1.[O-]P([O-])([O-])=O.[K+].[K+].[K+], predict the reaction product. The product is: [CH3:9][O:8][C:6]([C:5]1[CH:10]=[CH:11][C:2]([C:18]2[CH:19]=[CH:20][C:15]([Cl:14])=[CH:16][CH:17]=2)=[CH:3][C:4]=1[O:12][CH3:13])=[O:7]. (4) Given the reactants N(OCCC(C)C)=O.N[C:10]1[C:15]([C:16]#[N:17])=[C:14]([C:18]2[CH:23]=[CH:22][C:21]([O:24][CH2:25][C@@H:26]([OH:29])[CH2:27][OH:28])=[CH:20][CH:19]=2)[C:13]([C:30]#[N:31])=[C:12]([S:32][CH2:33][C:34]2[N:35]=[C:36]([C:39]3[CH:44]=[CH:43][C:42]([Cl:45])=[CH:41][CH:40]=3)[O:37][CH:38]=2)[N:11]=1.[ClH:46], predict the reaction product. The product is: [Cl:46][C:10]1[C:15]([C:16]#[N:17])=[C:14]([C:18]2[CH:23]=[CH:22][C:21]([O:24][CH2:25][C@@H:26]([OH:29])[CH2:27][OH:28])=[CH:20][CH:19]=2)[C:13]([C:30]#[N:31])=[C:12]([S:32][CH2:33][C:34]2[N:35]=[C:36]([C:39]3[CH:40]=[CH:41][C:42]([Cl:45])=[CH:43][CH:44]=3)[O:37][CH:38]=2)[N:11]=1.